The task is: Binary Classification. Given a miRNA mature sequence and a target amino acid sequence, predict their likelihood of interaction.. This data is from Experimentally validated miRNA-target interactions with 360,000+ pairs, plus equal number of negative samples. The miRNA is dre-miR-199-5p with sequence CCCAGUGUUCAGACUACCUGUUC. The protein sequence of the target gene is MVVGRGLLGRRSLAALGAACARRGLGPALLGVFCHTDLRKNLTVDEGTMKVEVLPALTDNYMYLVIDDETKEAAIVDPVQPQKVVDAARKHGVKLTTVLTTHHHWDHAGGNEKLVKLESGLKVYGGDDRIGALTHKITHLSTLQVGSLNVKCLATPCHTSGHICYFVSKPGGSEPPAVFTGDTLFVAGCGKFYEGTADEMCKALLEVLGRLPPDTRVYCGHEYTINNLKFARHVEPGNAAIREKLAWAKEKYSIGEPTVPSTLAEEFTYNPFMRVREKTVQQHAGETDPVTTMRAVRREK.... Result: 0 (no interaction).